From a dataset of Kir2.1 potassium channel HTS with 301,493 compounds. Binary Classification. Given a drug SMILES string, predict its activity (active/inactive) in a high-throughput screening assay against a specified biological target. (1) The compound is O=C(N1CCC(CC1)Cc1ccccc1)COc1ccc(OC)cc1. The result is 0 (inactive). (2) The drug is Fc1ccc(C(O\N=C(\C2C(C2)c2ccc(OC)cc2)C)=O)cc1. The result is 0 (inactive). (3) The drug is Clc1ccc(n2nc(SCC(=O)N(C3CS(=O)(=O)CC3)CC(C)C)sc2=S)cc1. The result is 0 (inactive). (4) The drug is O=C(NC1CC(Cc2n(ncc12)c1ccccc1)(C)C)CCN1CCCC1=O. The result is 0 (inactive). (5) The molecule is O1C(CC(=O)Nc2c(OC)cc(OC)cc2)C(=O)Nc2c1cccc2. The result is 0 (inactive). (6) The drug is O(NC(=O)c1ccccc1)Cc1ccccc1. The result is 0 (inactive). (7) The compound is S(c1ccc(CCNC(=O)CCc2n3nc(NCCCN4CCCC4=O)ccc3nn2)cc1)C. The result is 0 (inactive). (8) The molecule is O1C(CC(=O)/C(=N\Nc2c(OC)cccc2)C1)(C)C. The result is 0 (inactive). (9) The molecule is n1(ncc(c1N)C#N)c1ccccc1. The result is 0 (inactive).